From a dataset of Full USPTO retrosynthesis dataset with 1.9M reactions from patents (1976-2016). Predict the reactants needed to synthesize the given product. (1) Given the product [C:17]([O:16][C:14]([N:12]([CH3:13])[C@H:11]([C:10]([NH:9][C@H:8]1[C@H:4]2[C@H:5]([CH2:1][N:2]([S:41]([C:37]3[CH:38]=[CH:39][CH:40]=[C:35]([C:34]([F:33])([F:45])[F:46])[CH:36]=3)(=[O:43])=[O:42])[CH2:3]2)[CH2:6][CH2:7]1)=[O:25])[CH2:21][CH:22]([CH3:23])[CH3:24])=[O:15])([CH3:18])([CH3:19])[CH3:20], predict the reactants needed to synthesize it. The reactants are: [CH2:1]1[C@@H:5]2[CH2:6][CH2:7][C@@H:8]([NH:9][C:10](=[O:25])[C@H:11]([CH2:21][CH:22]([CH3:24])[CH3:23])[N:12]([C:14]([O:16][C:17]([CH3:20])([CH3:19])[CH3:18])=[O:15])[CH3:13])[C@@H:4]2[CH2:3][NH:2]1.C(N(CC)CC)C.[F:33][C:34]([F:46])([F:45])[C:35]1[CH:36]=[C:37]([S:41](Cl)(=[O:43])=[O:42])[CH:38]=[CH:39][CH:40]=1. (2) The reactants are: [NH2:1][C@H:2]1[CH2:7][CH2:6][C@H:5]([OH:8])[CH2:4][CH2:3]1.C(N(CC)CC)C.[F:16][C:17]([F:28])([F:27])[C:18]1[CH:19]=[C:20]([N:24]=[C:25]=[O:26])[CH:21]=[CH:22][CH:23]=1. Given the product [OH:8][C@H:5]1[CH2:6][CH2:7][C@H:2]([NH:1][C:25]([NH:24][C:20]2[CH:21]=[CH:22][CH:23]=[C:18]([C:17]([F:16])([F:27])[F:28])[CH:19]=2)=[O:26])[CH2:3][CH2:4]1, predict the reactants needed to synthesize it. (3) Given the product [CH3:1][NH:2][C:6]([C:8]1[C:9](=[O:33])[C:10]2[CH:15]=[N:14][C:13]([NH:16][CH2:17][CH2:18][CH2:19][N:20]3[CH:24]=[CH:23][N:22]=[CH:21]3)=[N:12][C:11]=2[N:25]([CH:27]2[CH2:32][CH2:31][CH2:30][CH2:29][CH2:28]2)[CH:26]=1)=[O:5], predict the reactants needed to synthesize it. The reactants are: [CH3:1][NH2:2].C([O:5][C:6]([C:8]1[C:9](=[O:33])[C:10]2[CH:15]=[N:14][C:13]([NH:16][CH2:17][CH2:18][CH2:19][N:20]3[CH:24]=[CH:23][N:22]=[CH:21]3)=[N:12][C:11]=2[N:25]([CH:27]2[CH2:32][CH2:31][CH2:30][CH2:29][CH2:28]2)[CH:26]=1)=O)C. (4) Given the product [CH3:16][O:17][C:18]1[CH:19]=[C:20]([C@@H:24]([NH:26][C:11](=[O:13])[C:10]2[CH:9]=[CH:8][C:7]([C:4]3[CH:3]=[CH:2][N:1]=[CH:6][CH:5]=3)=[CH:15][CH:14]=2)[CH3:25])[CH:21]=[CH:22][CH:23]=1, predict the reactants needed to synthesize it. The reactants are: [N:1]1[CH:6]=[CH:5][C:4]([C:7]2[CH:15]=[CH:14][C:10]([C:11]([OH:13])=O)=[CH:9][CH:8]=2)=[CH:3][CH:2]=1.[CH3:16][O:17][C:18]1[CH:19]=[C:20]([C@@H:24]([NH2:26])[CH3:25])[CH:21]=[CH:22][CH:23]=1.CCN(C(C)C)C(C)C.F[B-](F)(F)F.N1(OC(N(C)C)=[N+](C)C)C2C=CC=CC=2N=N1. (5) Given the product [Cl:1][C:2]1[C:3]([F:34])=[C:4]([CH:31]=[CH:32][CH:33]=1)[C:5]([N:7]1[CH2:12][CH2:11][N:10]([CH2:13][C:14]2[N:21]=[C:20]([N:22]=[C:23]3[N:27]([CH2:28][O:29][CH3:30])[CH:26]=[CH:25][S:24]3)[CH:19]=[C:16]([C:17]3[N:37]=[C:44]([CH3:45])[O:46][N:18]=3)[CH:15]=2)[CH2:9][CH2:8]1)=[O:6], predict the reactants needed to synthesize it. The reactants are: [Cl:1][C:2]1[C:3]([F:34])=[C:4]([CH:31]=[CH:32][CH:33]=1)[C:5]([N:7]1[CH2:12][CH2:11][N:10]([CH2:13][C:14]2[CH:15]=[C:16]([CH:19]=[C:20]([N:22]=[C:23]3[N:27]([CH2:28][O:29][CH3:30])[CH:26]=[CH:25][S:24]3)[N:21]=2)[C:17]#[N:18])[CH2:9][CH2:8]1)=[O:6].[Cl-].O[NH3+:37].C(=O)([O-])[O-].[K+].[K+].[CH2:44]([OH:46])[CH3:45].